Predict the product of the given reaction. From a dataset of Forward reaction prediction with 1.9M reactions from USPTO patents (1976-2016). (1) Given the reactants C([O:8][C:9]1[N:14]=[C:13]([NH:15][CH2:16][C:17]2([C:23]#[N:24])[CH2:22][CH2:21][O:20][CH2:19][CH2:18]2)[C:12]([F:25])=[CH:11][CH:10]=1)C1C=CC=CC=1.C([O-])=O.[NH4+], predict the reaction product. The product is: [F:25][C:12]1[C:13]([NH:15][CH2:16][C:17]2([C:23]#[N:24])[CH2:22][CH2:21][O:20][CH2:19][CH2:18]2)=[N:14][C:9]([OH:8])=[CH:10][CH:11]=1. (2) Given the reactants Br[C:2]1[CH:7]=[CH:6][C:5]([CH2:8][N:9]([C:20]([CH3:23])([CH3:22])[CH3:21])[S:10]([CH2:13][C:14]2[CH:19]=[CH:18][CH:17]=[CH:16][CH:15]=2)(=[O:12])=[O:11])=[CH:4][CH:3]=1.C1(P(C2CCCCC2)C2C=CC=CC=2C2C(OC(C)C)=CC=CC=2OC(C)C)CCCCC1.[N:57]1([C:63](=[O:65])[CH3:64])[CH2:62][CH2:61][NH:60][CH2:59][CH2:58]1, predict the reaction product. The product is: [C:63]([N:57]1[CH2:62][CH2:61][N:60]([C:2]2[CH:7]=[CH:6][C:5]([CH2:8][N:9]([C:20]([CH3:23])([CH3:22])[CH3:21])[S:10]([CH2:13][C:14]3[CH:19]=[CH:18][CH:17]=[CH:16][CH:15]=3)(=[O:12])=[O:11])=[CH:4][CH:3]=2)[CH2:59][CH2:58]1)(=[O:65])[CH3:64]. (3) The product is: [F:1][C:2]1[CH:7]=[CH:6][C:5]([C:8]2[CH:9]([OH:21])[CH2:10][NH:11][CH2:12][CH:13]=2)=[CH:4][CH:3]=1. Given the reactants [F:1][C:2]1[CH:7]=[CH:6][C:5]([C:8]2(O)[CH2:13][CH2:12][N:11](C(OC(C)(C)C)=O)[CH2:10][CH:9]2[OH:21])=[CH:4][CH:3]=1.FC(F)(F)C(O)=O, predict the reaction product. (4) Given the reactants F[C:2]1[CH:7]=[CH:6][C:5]([C:8]2[CH:13]=[CH:12][CH:11]=[C:10]([O:14][CH3:15])[CH:9]=2)=[CH:4][C:3]=1[C:16]#[N:17].[N:18]1[CH:23]=[CH:22][C:21]([NH2:24])=[CH:20][CH:19]=1.CC([O-])(C)C.[K+], predict the reaction product. The product is: [CH3:15][O:14][C:10]1[CH:9]=[C:8]([C:5]2[CH:6]=[CH:7][C:2]([NH:24][C:21]3[CH:22]=[CH:23][N:18]=[CH:19][CH:20]=3)=[C:3]([C:16]#[N:17])[CH:4]=2)[CH:13]=[CH:12][CH:11]=1. (5) Given the reactants [Cl:1][C:2]1[CH:3]=[C:4]([NH:11][S:12]([C:15]2[CH:20]=[CH:19][C:18]([Cl:21])=[C:17]([C:22]([F:25])([F:24])[F:23])[CH:16]=2)(=[O:14])=[O:13])[C:5]([C:8](O)=[O:9])=[N:6][CH:7]=1.[CH3:26][C:27]1[CH:28]=[CH:29][C:30]2[O:35][CH2:34][CH2:33][NH:32][C:31]=2[CH:36]=1.C(P1(=O)OP(CCC)(=O)OP(CCC)(=O)O1)CC, predict the reaction product. The product is: [Cl:21][C:18]1[CH:19]=[CH:20][C:15]([S:12]([NH:11][C:4]2[C:5]([C:8]([N:32]3[C:31]4[CH:36]=[C:27]([CH3:26])[CH:28]=[CH:29][C:30]=4[O:35][CH2:34][CH2:33]3)=[O:9])=[N:6][CH:7]=[C:2]([Cl:1])[CH:3]=2)(=[O:13])=[O:14])=[CH:16][C:17]=1[C:22]([F:25])([F:23])[F:24].